Dataset: Forward reaction prediction with 1.9M reactions from USPTO patents (1976-2016). Task: Predict the product of the given reaction. (1) Given the reactants [CH3:1][CH:2]([O:4][C@H:5]1[CH2:10][CH2:9][C@H:8]([N:11]2[CH2:16][CH2:15][CH:14]([NH:17][C:18]3[CH:23]=[C:22]([CH3:24])[CH:21]=[CH:20][C:19]=3[N+:25]([O-])=O)[CH2:13][CH2:12]2)[CH2:7][CH2:6]1)[CH3:3].O.NN, predict the reaction product. The product is: [NH2:25][C:19]1[CH:20]=[CH:21][C:22]([CH3:24])=[CH:23][C:18]=1[NH:17][CH:14]1[CH2:13][CH2:12][N:11]([C@H:8]2[CH2:9][CH2:10][C@H:5]([O:4][CH:2]([CH3:3])[CH3:1])[CH2:6][CH2:7]2)[CH2:16][CH2:15]1. (2) The product is: [Cl:1][C:2]1[CH:7]=[C:6]([Cl:8])[CH:5]=[CH:4][C:3]=1[C:9]1[C:30](=[O:31])[N:29]([CH3:32])[C:12]2[N:13]([CH3:28])[C:14]3[C:19]([C:11]=2[CH:10]=1)=[CH:18][C:17]([C:20]1[CH:24]=[CH:23][N:22]([CH2:25][CH2:26][O:27][CH2:34][CH2:33][O:35][CH2:36][CH3:37])[N:21]=1)=[CH:16][CH:15]=3. Given the reactants [Cl:1][C:2]1[CH:7]=[C:6]([Cl:8])[CH:5]=[CH:4][C:3]=1[C:9]1[C:30](=[O:31])[N:29]([CH3:32])[C:12]2[N:13]([CH3:28])[C:14]3[C:19]([C:11]=2[CH:10]=1)=[CH:18][C:17]([C:20]1[CH:24]=[CH:23][N:22]([CH2:25][CH2:26][OH:27])[N:21]=1)=[CH:16][CH:15]=3.[CH2:33]([O:35][CH2:36][CH2:37]Br)[CH3:34], predict the reaction product. (3) Given the reactants [CH2:1]([C:3]1[CH:24]=[CH:23][C:6]([CH2:7][S:8][C:9]2[CH:10]=[C:11]([O:19]COC)[C:12](=[O:18])[N:13](COC)[CH:14]=2)=[CH:5][CH:4]=1)[CH3:2].Cl, predict the reaction product. The product is: [CH2:1]([C:3]1[CH:4]=[CH:5][C:6]([CH2:7][S:8][C:9]2[CH:10]=[C:11]([OH:19])[C:12](=[O:18])[NH:13][CH:14]=2)=[CH:23][CH:24]=1)[CH3:2]. (4) Given the reactants [CH3:1][NH:2][N:3]=[C:4]([CH3:8])[CH2:5][S:6][CH3:7].C(N(CC)CC)C.[CH2:16]([C:18]1[CH:23]=[C:22]([CH3:24])[CH:21]=[C:20]([CH2:25][CH3:26])[C:19]=1[C:27](=[O:31])[C:28](Cl)=[O:29])[CH3:17].O, predict the reaction product. The product is: [CH2:16]([C:18]1[CH:23]=[C:22]([CH3:24])[CH:21]=[C:20]([CH2:25][CH3:26])[C:19]=1[C:27](=[O:31])[C:28]([N:2]([CH3:1])[N:3]=[C:4]([CH3:8])[CH2:5][S:6][CH3:7])=[O:29])[CH3:17]. (5) Given the reactants [S:1]([N:11]1[C:19]2[C:14](=[N:15][C:16]([NH:20][CH2:21][C:22]([NH2:24])=O)=[CH:17][N:18]=2)[CH:13]=[CH:12]1)([C:4]1[CH:10]=[CH:9][C:7]([CH3:8])=[CH:6][CH:5]=1)(=[O:3])=[O:2].O=P(Cl)(Cl)Cl, predict the reaction product. The product is: [S:1]([N:11]1[C:19]2[N:18]=[CH:17][C:16]3[N:15]([C:22]([NH2:24])=[CH:21][N:20]=3)[C:14]=2[CH:13]=[CH:12]1)([C:4]1[CH:10]=[CH:9][C:7]([CH3:8])=[CH:6][CH:5]=1)(=[O:3])=[O:2]. (6) Given the reactants [CH2:1]([N:4]1[C@@H:13]2[C@H:8]([C:9]3[CH:17]=[CH:16][C:15]([N+:18]([O-])=O)=[CH:14][C:10]=3[CH2:11][CH2:12]2)[CH2:7][CH2:6][CH2:5]1)[CH:2]=[CH2:3].[Sn](Cl)(Cl)(Cl)Cl, predict the reaction product. The product is: [CH2:1]([N:4]1[C@@H:13]2[C@H:8]([C:9]3[CH:17]=[CH:16][C:15]([NH2:18])=[CH:14][C:10]=3[CH2:11][CH2:12]2)[CH2:7][CH2:6][CH2:5]1)[CH:2]=[CH2:3]. (7) Given the reactants [C:1]([O:4][C:5]1[CH:10]=[C:9]([CH:11]=[O:12])[CH:8]=[CH:7][C:6]=1[O:13][CH2:14][CH:15]([CH3:17])[CH3:16])(=[O:3])[CH3:2].P([O-])(O)(O)=[O:19].[Na+].OO.Cl([O-])=O.[Na+], predict the reaction product. The product is: [C:1]([O:4][C:5]1[CH:10]=[C:9]([CH:8]=[CH:7][C:6]=1[O:13][CH2:14][CH:15]([CH3:17])[CH3:16])[C:11]([OH:19])=[O:12])(=[O:3])[CH3:2]. (8) Given the reactants C1(P(C2CCCCC2)C2C=CC=CC=2C2C(OC(C)C)=CC=CC=2OC(C)C)CCCCC1.C(N(CC)CC)C.Br[C:42]1[CH:47]=[CH:46][C:45]([C:48]2[C:52]([C:53]3[CH:58]=[CH:57][N:56]=[CH:55][CH:54]=3)=[CH:51][N:50]([CH3:59])[N:49]=2)=[CH:44][CH:43]=1.[C:60]([C:62]1[N:66]([CH3:67])[CH:65]=[N:64][CH:63]=1)#[CH:61], predict the reaction product. The product is: [CH3:59][N:50]1[CH:51]=[C:52]([C:53]2[CH:58]=[CH:57][N:56]=[CH:55][CH:54]=2)[C:48]([C:45]2[CH:46]=[CH:47][C:42]([C:61]#[C:60][C:62]3[N:66]([CH3:67])[CH:65]=[N:64][CH:63]=3)=[CH:43][CH:44]=2)=[N:49]1.